Predict the product of the given reaction. From a dataset of Forward reaction prediction with 1.9M reactions from USPTO patents (1976-2016). (1) Given the reactants [NH2:1][CH2:2][CH:3]1[CH2:8][CH2:7][N:6]([C:9]([O:11][C:12]([CH3:15])([CH3:14])[CH3:13])=[O:10])[CH2:5][CH:4]1[OH:16].C1N=CN([C:22](N2C=NC=C2)=[O:23])C=1.C([O-])([O-])=O.[Na+].[Na+], predict the reaction product. The product is: [O:23]=[C:22]1[NH:1][CH2:2][CH:3]2[CH2:8][CH2:7][N:6]([C:9]([O:11][C:12]([CH3:13])([CH3:15])[CH3:14])=[O:10])[CH2:5][CH:4]2[O:16]1. (2) Given the reactants C[O:2][C:3](=[O:31])[CH2:4][N:5]1[CH2:9][CH2:8][CH2:7][C@H:6]1[C:10]1[NH:11][C:12]2[C:17]([CH:18]=1)=[CH:16][C:15]([Cl:19])=[CH:14][C:13]=2[N:20]([CH2:26][CH2:27][CH:28]([CH3:30])[CH3:29])[CH2:21][CH2:22][CH:23]([CH3:25])[CH3:24].C[O-].[Na+], predict the reaction product. The product is: [CH3:24][CH:23]([CH3:25])[CH2:22][CH2:21][N:20]([CH2:26][CH2:27][CH:28]([CH3:30])[CH3:29])[C:13]1[CH:14]=[C:15]([Cl:19])[CH:16]=[C:17]2[C:12]=1[NH:11][C:10]([C@@H:6]1[CH2:7][CH2:8][CH2:9][N:5]1[CH2:4][C:3]([OH:31])=[O:2])=[CH:18]2. (3) Given the reactants Br[C:2]1[CH:3]=[N:4]C=C(C)[CH:7]=1.[CH2:23]([Sn]([CH2:23][CH2:24][CH2:25][CH3:26])([CH2:23][CH2:24][CH2:25][CH3:26])C(OCC)=C)[CH2:24][CH2:25][CH3:26].[C:27](=O)([O-])[O-].[K+].[K+].[OH2:33].CN(C=O)C, predict the reaction product. The product is: [CH3:27][C:23]1[C:24]([C:25](=[O:33])[CH3:26])=[CH:7][CH:2]=[CH:3][N:4]=1. (4) Given the reactants [CH3:1][C:2]([O:6][C:7]1[CH:12]=[CH:11][C:10]([N+:13]([O-])=O)=[CH:9][CH:8]=1)([C:4]#[CH:5])[CH3:3].CC1(C)C=CC2C(=CC=C([N+]([O-])=O)C=2)O1, predict the reaction product. The product is: [CH3:1][C:2]1([CH3:3])[CH:4]=[CH:5][C:12]2[C:7](=[CH:8][CH:9]=[C:10]([NH2:13])[CH:11]=2)[O:6]1. (5) Given the reactants [CH2:1]([N:3]([N:11]1[CH:15]=[C:14]([C:16]2[CH:17]=[N:18][CH:19]=[CH:20][CH:21]=2)[N:13]=[CH:12]1)[C:4](=[O:10])[O:5][C:6]([CH3:9])([CH3:8])[CH3:7])[CH3:2].[Li+].CCC[CH2-].[Cl:27]C(Cl)(Cl)C(Cl)(Cl)Cl, predict the reaction product. The product is: [Cl:27][C:12]1[N:11]([N:3]([CH2:1][CH3:2])[C:4](=[O:10])[O:5][C:6]([CH3:9])([CH3:7])[CH3:8])[CH:15]=[C:14]([C:16]2[CH:17]=[N:18][CH:19]=[CH:20][CH:21]=2)[N:13]=1.